From a dataset of Forward reaction prediction with 1.9M reactions from USPTO patents (1976-2016). Predict the product of the given reaction. (1) Given the reactants Cl.[CH:2]1([CH2:5][O:6][C:7]2[CH:12]=[C:11]([F:13])[C:10]([O:14][CH3:15])=[CH:9][C:8]=2[C:16]2[C:17]3[NH:24][C:23]([CH3:25])=[C:22]([C:26]([NH:28][CH:29]4[CH2:34][CH2:33][NH:32][CH2:31][CH2:30]4)=[O:27])[C:18]=3[N:19]=[CH:20][N:21]=2)[CH2:4][CH2:3]1.C([O:38][CH2:39][C:40](Cl)=[O:41])(=O)C, predict the reaction product. The product is: [CH:2]1([CH2:5][O:6][C:7]2[CH:12]=[C:11]([F:13])[C:10]([O:14][CH3:15])=[CH:9][C:8]=2[C:16]2[C:17]3[NH:24][C:23]([CH3:25])=[C:22]([C:26]([NH:28][CH:29]4[CH2:30][CH2:31][N:32]([C:39](=[O:38])[CH2:40][OH:41])[CH2:33][CH2:34]4)=[O:27])[C:18]=3[N:19]=[CH:20][N:21]=2)[CH2:4][CH2:3]1. (2) Given the reactants [F:1][C:2]1[CH:17]=[CH:16][C:5]([O:6][CH2:7][C@@H:8]([OH:15])[CH2:9][CH2:10][CH2:11][CH2:12][CH2:13][OH:14])=[CH:4][CH:3]=1.IC1C=CC=CC=1C(O)=O, predict the reaction product. The product is: [F:1][C:2]1[CH:3]=[CH:4][C:5]([O:6][CH2:7][C@@H:8]([OH:15])[CH2:9][CH2:10][CH2:11][CH2:12][CH:13]=[O:14])=[CH:16][CH:17]=1. (3) Given the reactants [CH:1]1([C:7]([OH:9])=O)[CH2:6][CH2:5][CH2:4][CH2:3][CH2:2]1.[NH2:10][C:11]([CH3:15])([CH3:14])[CH2:12][OH:13], predict the reaction product. The product is: [OH:13][CH2:12][C:11]([NH:10][C:7]([CH:1]1[CH2:2][CH2:3][CH2:4][CH2:5][CH2:6]1)=[O:9])([CH3:15])[CH3:14]. (4) Given the reactants [CH3:1][O:2][C:3](=[O:17])[C:4]1[CH:9]=[CH:8][C:7]([C:10]#[C:11][Si](C)(C)C)=[CH:6][C:5]=1[Cl:16].[F-].C([N+](CCCC)(CCCC)CCCC)CCC, predict the reaction product. The product is: [CH3:1][O:2][C:3](=[O:17])[C:4]1[CH:9]=[CH:8][C:7]([C:10]#[CH:11])=[CH:6][C:5]=1[Cl:16].